From a dataset of CYP2C9 inhibition data for predicting drug metabolism from PubChem BioAssay. Regression/Classification. Given a drug SMILES string, predict its absorption, distribution, metabolism, or excretion properties. Task type varies by dataset: regression for continuous measurements (e.g., permeability, clearance, half-life) or binary classification for categorical outcomes (e.g., BBB penetration, CYP inhibition). Dataset: cyp2c9_veith. (1) The result is 1 (inhibitor). The compound is O=c1c(-c2ccccc2)nc2cnc(N3CCOCC3)nc2n1CCc1ccccc1. (2) The drug is Cc1[nH]c2ccccc2c1C(c1ccccn1)N1CCC(C)CC1. The result is 0 (non-inhibitor).